Dataset: Reaction yield outcomes from USPTO patents with 853,638 reactions. Task: Predict the reaction yield, written as a fraction of the theoretical maximum amount of product (1.0 means a 100% yield; for example, 0.34 means a 34% yield). The reactants are [CH:1]([O:8][CH2:9][CH3:10])([O:5]CC)OCC.C(OC(=O)C)(=O)C.C([O:20][C:21](=O)[CH:22]([CH3:31])[C:23](=[O:30])[CH2:24][C:25](OCC)=O)C.[CH3:33][NH2:34]. The catalyst is C(OCC)C.O. The product is [CH2:9]([O:8][C:1]([C:24]1[C:23]([OH:30])=[C:22]([CH3:31])[C:21](=[O:20])[N:34]([CH3:33])[CH:25]=1)=[O:5])[CH3:10]. The yield is 0.550.